From a dataset of NCI-60 drug combinations with 297,098 pairs across 59 cell lines. Regression. Given two drug SMILES strings and cell line genomic features, predict the synergy score measuring deviation from expected non-interaction effect. (1) Drug 1: CCCCCOC(=O)NC1=NC(=O)N(C=C1F)C2C(C(C(O2)C)O)O. Drug 2: COC1=C2C(=CC3=C1OC=C3)C=CC(=O)O2. Cell line: OVCAR-5. Synergy scores: CSS=-2.33, Synergy_ZIP=1.92, Synergy_Bliss=0.638, Synergy_Loewe=-6.06, Synergy_HSA=-5.18. (2) Drug 1: CC1=C(C=C(C=C1)NC2=NC=CC(=N2)N(C)C3=CC4=NN(C(=C4C=C3)C)C)S(=O)(=O)N.Cl. Drug 2: C1=CC(=CC=C1CCC2=CNC3=C2C(=O)NC(=N3)N)C(=O)NC(CCC(=O)O)C(=O)O. Cell line: NCI-H522. Synergy scores: CSS=41.3, Synergy_ZIP=3.17, Synergy_Bliss=5.75, Synergy_Loewe=-46.1, Synergy_HSA=5.95. (3) Drug 1: C1CN(P(=O)(OC1)NCCCl)CCCl. Drug 2: C1C(C(OC1N2C=NC3=C2NC=NCC3O)CO)O. Cell line: MDA-MB-231. Synergy scores: CSS=1.86, Synergy_ZIP=-0.276, Synergy_Bliss=0.941, Synergy_Loewe=-1.58, Synergy_HSA=-1.52. (4) Drug 1: C(=O)(N)NO. Drug 2: CC1C(C(CC(O1)OC2CC(CC3=C2C(=C4C(=C3O)C(=O)C5=C(C4=O)C(=CC=C5)OC)O)(C(=O)CO)O)N)O.Cl. Cell line: PC-3. Synergy scores: CSS=24.0, Synergy_ZIP=-3.34, Synergy_Bliss=0.450, Synergy_Loewe=-17.0, Synergy_HSA=0.807. (5) Drug 1: CC12CCC(CC1=CCC3C2CCC4(C3CC=C4C5=CN=CC=C5)C)O. Cell line: NCI-H322M. Synergy scores: CSS=22.7, Synergy_ZIP=2.38, Synergy_Bliss=8.78, Synergy_Loewe=-27.0, Synergy_HSA=8.17. Drug 2: CC1CCC2CC(C(=CC=CC=CC(CC(C(=O)C(C(C(=CC(C(=O)CC(OC(=O)C3CCCCN3C(=O)C(=O)C1(O2)O)C(C)CC4CCC(C(C4)OC)O)C)C)O)OC)C)C)C)OC. (6) Drug 1: CC1C(C(CC(O1)OC2CC(OC(C2O)C)OC3=CC4=CC5=C(C(=O)C(C(C5)C(C(=O)C(C(C)O)O)OC)OC6CC(C(C(O6)C)O)OC7CC(C(C(O7)C)O)OC8CC(C(C(O8)C)O)(C)O)C(=C4C(=C3C)O)O)O)O. Drug 2: CC12CCC3C(C1CCC2O)C(CC4=C3C=CC(=C4)O)CCCCCCCCCS(=O)CCCC(C(F)(F)F)(F)F. Cell line: DU-145. Synergy scores: CSS=51.6, Synergy_ZIP=4.95, Synergy_Bliss=2.41, Synergy_Loewe=-27.0, Synergy_HSA=3.76. (7) Cell line: DU-145. Drug 1: C1=CN(C(=O)N=C1N)C2C(C(C(O2)CO)O)O.Cl. Synergy scores: CSS=68.9, Synergy_ZIP=-2.73, Synergy_Bliss=-2.58, Synergy_Loewe=-3.28, Synergy_HSA=-2.32. Drug 2: CC1C(C(CC(O1)OC2CC(OC(C2O)C)OC3=CC4=CC5=C(C(=O)C(C(C5)C(C(=O)C(C(C)O)O)OC)OC6CC(C(C(O6)C)O)OC7CC(C(C(O7)C)O)OC8CC(C(C(O8)C)O)(C)O)C(=C4C(=C3C)O)O)O)O. (8) Drug 1: C1=CC(=C2C(=C1NCCNCCO)C(=O)C3=C(C=CC(=C3C2=O)O)O)NCCNCCO. Drug 2: C1CC(C1)(C(=O)O)C(=O)O.[NH2-].[NH2-].[Pt+2]. Cell line: SK-MEL-5. Synergy scores: CSS=38.8, Synergy_ZIP=-11.4, Synergy_Bliss=-1.87, Synergy_Loewe=-0.527, Synergy_HSA=1.59. (9) Drug 1: C1=C(C(=O)NC(=O)N1)N(CCCl)CCCl. Drug 2: CN(C(=O)NC(C=O)C(C(C(CO)O)O)O)N=O. Cell line: SF-539. Synergy scores: CSS=41.1, Synergy_ZIP=-0.0538, Synergy_Bliss=0.365, Synergy_Loewe=-29.4, Synergy_HSA=0.880. (10) Drug 1: CC12CCC(CC1=CCC3C2CCC4(C3CC=C4C5=CN=CC=C5)C)O. Drug 2: CC1=C2C(C(=O)C3(C(CC4C(C3C(C(C2(C)C)(CC1OC(=O)C(C(C5=CC=CC=C5)NC(=O)OC(C)(C)C)O)O)OC(=O)C6=CC=CC=C6)(CO4)OC(=O)C)O)C)O. Cell line: RXF 393. Synergy scores: CSS=54.0, Synergy_ZIP=13.8, Synergy_Bliss=14.1, Synergy_Loewe=15.1, Synergy_HSA=16.8.